From a dataset of Full USPTO retrosynthesis dataset with 1.9M reactions from patents (1976-2016). Predict the reactants needed to synthesize the given product. (1) The reactants are: C(C1OC[C@@H](C2C=CC=CC=2)N=1)(C1OC[C@@H](C2C=CC=CC=2)N=1)(C)C.[CH3:26][O:27][C:28]1[CH:33]=[CH:32][C:31]([C:34]([C:58]2[CH:63]=[CH:62][C:61]([O:64][CH3:65])=[CH:60][CH:59]=2)([C:52]2[CH:57]=[CH:56][CH:55]=[CH:54][CH:53]=2)[O:35][CH2:36][C@H:37]2[O:41][C@@H:40]([N:42]3[CH:49]=[CH:48][C:46](=[O:47])[NH:45][C:43]3=[O:44])[C@H:39]([OH:50])[C@@H:38]2[OH:51])=[CH:30][CH:29]=1.[C:66]1([N:72]=[C:73]=[O:74])[CH:71]=[CH:70][CH:69]=[CH:68][CH:67]=1.COC1C=CC(C(C2C=CC(OC)=CC=2)(C2C=CC=CC=2)OC[C@H]2O[C@@H](N3C=CC(=O)NC3=O)[C@H](OC(=O)NC3C=CC=CC=3)[C@@H]2O)=CC=1. Given the product [CH3:26][O:27][C:28]1[CH:29]=[CH:30][C:31]([C:34]([C:58]2[CH:59]=[CH:60][C:61]([O:64][CH3:65])=[CH:62][CH:63]=2)([C:52]2[CH:57]=[CH:56][CH:55]=[CH:54][CH:53]=2)[O:35][CH2:36][C@H:37]2[O:41][C@@H:40]([N:42]3[CH:49]=[CH:48][C:46](=[O:47])[NH:45][C:43]3=[O:44])[C@H:39]([OH:50])[C@@H:38]2[O:51][C:73](=[O:74])[NH:72][C:66]2[CH:71]=[CH:70][CH:69]=[CH:68][CH:67]=2)=[CH:32][CH:33]=1, predict the reactants needed to synthesize it. (2) The reactants are: [Br:1][C:2]1[C:3]([CH3:13])=[N:4][C:5]([C:8]2[N:12]=[CH:11][NH:10][N:9]=2)=[CH:6][CH:7]=1.C(=O)([O-])[O-].[Na+].[Na+].[C:20](O[C:20]([O:22][C:23]([CH3:26])([CH3:25])[CH3:24])=[O:21])([O:22][C:23]([CH3:26])([CH3:25])[CH3:24])=[O:21]. Given the product [Br:1][C:2]1[CH:7]=[CH:6][C:5]([C:8]2[N:12]=[CH:11][N:10]([C:20]([O:22][C:23]([CH3:26])([CH3:25])[CH3:24])=[O:21])[N:9]=2)=[N:4][C:3]=1[CH3:13], predict the reactants needed to synthesize it.